From a dataset of Full USPTO retrosynthesis dataset with 1.9M reactions from patents (1976-2016). Predict the reactants needed to synthesize the given product. (1) Given the product [CH3:12][O:13][C:2]1[C:7]2[CH2:8][CH2:9][CH2:10][C:6]=2[N:5]=[C:4]([NH2:11])[N:3]=1, predict the reactants needed to synthesize it. The reactants are: Cl[C:2]1[C:7]2[CH2:8][CH2:9][CH2:10][C:6]=2[N:5]=[C:4]([NH2:11])[N:3]=1.[CH3:12][O-:13].[Na+]. (2) Given the product [CH:31]([N:17]1[CH2:18][CH2:19][CH:14]([N:11]2[CH2:12][CH2:13][N:9]([CH2:8][CH2:7][N:3]3[CH2:4][CH2:5][CH2:6][C@@H:2]3[CH3:1])[C:10]2=[C:20]([C:21]#[N:22])[C:23]#[N:24])[CH2:15][CH2:16]1)([CH3:33])[CH3:32], predict the reactants needed to synthesize it. The reactants are: [CH3:1][C@H:2]1[CH2:6][CH2:5][CH2:4][N:3]1[CH2:7][CH2:8][N:9]1[CH2:13][CH2:12][N:11]([CH:14]2[CH2:19][CH2:18][NH:17][CH2:16][CH2:15]2)[C:10]1=[C:20]([C:23]#[N:24])[C:21]#[N:22].C(=O)([O-])[O-].[K+].[K+].[CH:31](I)([CH3:33])[CH3:32].O. (3) Given the product [F:16][C:6]1[C:5]([C:3](=[O:4])[CH2:2][N:35]2[CH2:34][CH2:33][C:32]([OH:38])([C:28]3[CH:29]=[CH:30][CH:31]=[C:26]([O:25][CH3:24])[CH:27]=3)[CH2:37][CH2:36]2)=[CH:14][CH:13]=[C:12]2[C:7]=1[CH2:8][CH2:9][C:10](=[O:15])[NH:11]2, predict the reactants needed to synthesize it. The reactants are: Br[CH2:2][C:3]([C:5]1[C:6]([F:16])=[C:7]2[C:12](=[CH:13][CH:14]=1)[NH:11][C:10](=[O:15])[CH2:9][CH2:8]2)=[O:4].C(N(CC)CC)C.[CH3:24][O:25][C:26]1[CH:27]=[C:28]([C:32]2([OH:38])[CH2:37][CH2:36][NH:35][CH2:34][CH2:33]2)[CH:29]=[CH:30][CH:31]=1.O.